Dataset: Catalyst prediction with 721,799 reactions and 888 catalyst types from USPTO. Task: Predict which catalyst facilitates the given reaction. (1) Reactant: Br[C:2]1[S:3][CH:4]=[CH:5][N:6]=1.C([Li])CCC.[F:12][C:13]1[CH:18]=[CH:17][C:16]([N:19]2[C:23]3[CH:24]=[C:25]4[C@:30]([C:32](OC)=[O:33])([CH2:31][C:22]=3[CH:21]=[N:20]2)[CH2:29][N:28]([S:36]([C:39]2[CH:44]=[CH:43][CH:42]=[C:41]([C:45]([F:48])([F:47])[F:46])[CH:40]=2)(=[O:38])=[O:37])[CH2:27][CH2:26]4)=[CH:15][CH:14]=1.O. The catalyst class is: 28. Product: [F:12][C:13]1[CH:18]=[CH:17][C:16]([N:19]2[C:23]3[CH:24]=[C:25]4[C@:30]([C:32]([C:2]5[S:3][CH:4]=[CH:5][N:6]=5)=[O:33])([CH2:31][C:22]=3[CH:21]=[N:20]2)[CH2:29][N:28]([S:36]([C:39]2[CH:44]=[CH:43][CH:42]=[C:41]([C:45]([F:48])([F:46])[F:47])[CH:40]=2)(=[O:38])=[O:37])[CH2:27][CH2:26]4)=[CH:15][CH:14]=1. (2) Reactant: CC([OH:4])C.CC1(C)O[C@H](CN2C=CC(N[C:18](=[O:38])[C@@H:19]([N:24]3[CH2:28][C:27]([O:29][C:30]4[CH:35]=[CH:34][CH:33]=[CH:32][C:31]=4[Cl:36])=[CH:26][C:25]3=[O:37])[CH2:20][CH:21]([CH3:23])[CH3:22])=N2)CO1.Cl.C(OC)(C)(C)C. Product: [Cl:36][C:31]1[CH:32]=[CH:33][CH:34]=[CH:35][C:30]=1[O:29][C:27]1[CH2:28][N:24]([C@@H:19]([CH2:20][CH:21]([CH3:22])[CH3:23])[C:18]([OH:38])=[O:4])[C:25](=[O:37])[CH:26]=1. The catalyst class is: 6. (3) Reactant: [Cl:1][C:2]1[CH:3]=[C:4]2[CH:10]=[C:9]([C:11]([NH:13][NH2:14])=[O:12])[NH:8][C:5]2=[CH:6][N:7]=1.C1C=CC2N(O)N=NC=2C=1.CCN=C=NCCCN(C)C.CCN(C(C)C)C(C)C.[C:45](O)(=[O:55])[C:46]1[CH:54]=[CH:53][C:52]2[O:51][CH2:50][O:49][C:48]=2[CH:47]=1. Product: [Cl:1][C:2]1[CH:3]=[C:4]2[CH:10]=[C:9]([C:11]([NH:13][NH:14][C:45]([C:46]3[CH:54]=[CH:53][C:52]4[O:51][CH2:50][O:49][C:48]=4[CH:47]=3)=[O:55])=[O:12])[NH:8][C:5]2=[CH:6][N:7]=1. The catalyst class is: 18. (4) Reactant: [CH3:1][C:2]1[C:10]2[C:9]([CH2:11][C:12]#[N:13])=[N:8][CH:7]=[N:6][C:5]=2[S:4][CH:3]=1.C([OH:16])C.Cl. Product: [CH3:1][C:2]1[C:10]2[C:9]([CH2:11][C:12]([NH2:13])=[O:16])=[N:8][CH:7]=[N:6][C:5]=2[S:4][CH:3]=1. The catalyst class is: 6. (5) Reactant: [CH:1]1([OH:6])[CH2:5][CH2:4][CH2:3][CH2:2]1.[H-].[Na+].Cl[C:10]1[CH:19]=[CH:18][C:17]2[C:12](=[C:13]([C:20]3[NH:28][C:27]4[CH2:26][CH2:25][NH:24][C:23](=[O:29])[C:22]=4[CH:21]=3)[CH:14]=[CH:15][CH:16]=2)[N:11]=1.CCOC(C)=O. Product: [CH:1]1([O:6][C:10]2[CH:19]=[CH:18][C:17]3[C:12](=[C:13]([C:20]4[NH:28][C:27]5[CH2:26][CH2:25][NH:24][C:23](=[O:29])[C:22]=5[CH:21]=4)[CH:14]=[CH:15][CH:16]=3)[N:11]=2)[CH2:5][CH2:4][CH2:3][CH2:2]1. The catalyst class is: 3. (6) Reactant: [F:1][C:2]([F:30])([F:29])[C:3]1[N:8]=[CH:7][N:6]=[C:5]([NH:9][C:10]2[CH:15]=[CH:14][C:13]([C@H:16]3[O:21][CH2:20][CH2:19][N:18](C(OC(C)(C)C)=O)[CH2:17]3)=[CH:12][CH:11]=2)[CH:4]=1.[ClH:31].CCOCC. Product: [ClH:31].[NH:18]1[CH2:19][CH2:20][O:21][C@H:16]([C:13]2[CH:14]=[CH:15][C:10]([NH:9][C:5]3[CH:4]=[C:3]([C:2]([F:30])([F:1])[F:29])[N:8]=[CH:7][N:6]=3)=[CH:11][CH:12]=2)[CH2:17]1. The catalyst class is: 12. (7) The catalyst class is: 6. Reactant: [C:1]([OH:4])(=[O:3])[CH3:2].[C:5]([O:9][C:10](=[O:26])[NH:11][CH2:12][CH2:13][CH2:14][CH2:15][C:16]1[CH:21]=[CH:20][C:19]([O:22][CH2:23][CH2:24][NH2:25])=[CH:18][CH:17]=1)([CH3:8])([CH3:7])[CH3:6].C([BH3-])#N.[Na+].O1CC[CH2:33][CH2:32]1. Product: [CH2:32]([O:3][C:1](=[O:4])[CH2:2][NH:25][CH2:24][CH2:23][O:22][C:19]1[CH:18]=[CH:17][C:16]([CH2:15][CH2:14][CH2:13][CH2:12][NH:11][C:10]([O:9][C:5]([CH3:8])([CH3:6])[CH3:7])=[O:26])=[CH:21][CH:20]=1)[CH3:33]. (8) Reactant: C([O:9][C:10]1[CH:11]=[C:12]([CH:28]=[CH:29][C:30]=1[F:31])[CH2:13][N:14]([C:20]1[CH:25]=[CH:24][C:23]([C:26]#[N:27])=[CH:22][CH:21]=1)[N:15]1[CH:19]=[N:18][N:17]=[CH:16]1)(=O)C1C=CC=CC=1.[OH-].[Na+]. Product: [F:31][C:30]1[CH:29]=[CH:28][C:12]([CH2:13][N:14]([C:20]2[CH:25]=[CH:24][C:23]([C:26]#[N:27])=[CH:22][CH:21]=2)[N:15]2[CH:16]=[N:17][N:18]=[CH:19]2)=[CH:11][C:10]=1[OH:9]. The catalyst class is: 5.